Binary Classification. Given a drug SMILES string, predict its activity (active/inactive) in a high-throughput screening assay against a specified biological target. From a dataset of KCNQ2 potassium channel screen with 302,405 compounds. (1) The compound is O(c1cc(N\C(Nc2nc(cc(n2)C)C)=N\C(=O)C(C)C)ccc1OC)C. The result is 0 (inactive). (2) The drug is Clc1nc(Nc2ccc(OC)cc2)nc(NCC=C)n1. The result is 0 (inactive).